Task: Predict the reactants needed to synthesize the given product.. Dataset: Full USPTO retrosynthesis dataset with 1.9M reactions from patents (1976-2016) (1) Given the product [Cl:1][C:2]1[CH:7]=[CH:6][C:5]([CH:8]([C:20]2[CH:28]=[CH:27][C:23]([C:24]([NH:30][CH2:31][CH2:32][OH:33])=[O:25])=[CH:22][CH:21]=2)[CH2:9][C:10]([C:12]2[CH:17]=[CH:16][C:15](=[O:18])[N:14]([CH3:19])[CH:13]=2)=[O:11])=[C:4]([CH3:29])[CH:3]=1, predict the reactants needed to synthesize it. The reactants are: [Cl:1][C:2]1[CH:7]=[CH:6][C:5]([CH:8]([C:20]2[CH:28]=[CH:27][C:23]([C:24](O)=[O:25])=[CH:22][CH:21]=2)[CH2:9][C:10]([C:12]2[CH:17]=[CH:16][C:15](=[O:18])[N:14]([CH3:19])[CH:13]=2)=[O:11])=[C:4]([CH3:29])[CH:3]=1.[NH2:30][CH2:31][CH2:32][OH:33].F[P-](F)(F)(F)(F)F.N1(O[P+](N(C)C)(N(C)C)N(C)C)C2C=CC=CC=2N=N1. (2) Given the product [CH3:1][O:2][C:3]1[CH:8]=[CH:7][C:6]([C:9]([C:36]2[CH:41]=[CH:40][C:39]([O:42][CH3:43])=[CH:38][CH:37]=2)([NH:10][C:11]2[O:12][C@H:13]([C:26]([F:29])([F:28])[F:27])[CH2:14][C@:15]([C:18]3[CH:23]=[C:22]([C:48]#[C:49][C:50]4[CH:57]=[CH:56][C:53]([C:54]#[N:55])=[CH:52][N:51]=4)[CH:21]=[CH:20][C:19]=3[F:25])([CH3:17])[N:16]=2)[C:30]2[CH:35]=[CH:34][CH:33]=[CH:32][CH:31]=2)=[CH:5][CH:4]=1, predict the reactants needed to synthesize it. The reactants are: [CH3:1][O:2][C:3]1[CH:8]=[CH:7][C:6]([C:9]([C:36]2[CH:41]=[CH:40][C:39]([O:42][CH3:43])=[CH:38][CH:37]=2)([C:30]2[CH:35]=[CH:34][CH:33]=[CH:32][CH:31]=2)[NH:10][C:11]2[O:12][C@H:13]([C:26]([F:29])([F:28])[F:27])[CH2:14][C@:15]([C:18]3[CH:23]=[C:22](I)[CH:21]=[CH:20][C:19]=3[F:25])([CH3:17])[N:16]=2)=[CH:5][CH:4]=1.C[Si]([C:48]#[C:49][C:50]1[CH:57]=[CH:56][C:53]([C:54]#[N:55])=[CH:52][N:51]=1)(C)C. (3) Given the product [Cl:1][C:2]1[CH:3]=[C:4]([C:12]2[O:16][N:15]=[C:14]([C:17]3[C:18]([CH3:24])=[C:19]([O:23][CH2:59][C:60]([O:62][CH2:63][CH3:64])=[O:61])[CH:20]=[CH:21][CH:22]=3)[N:13]=2)[CH:5]=[N:6][C:7]=1[O:8][CH:9]([CH3:11])[CH3:10], predict the reactants needed to synthesize it. The reactants are: [Cl:1][C:2]1[CH:3]=[C:4]([C:12]2[O:16][N:15]=[C:14]([C:17]3[C:18]([CH3:24])=[C:19]([OH:23])[CH:20]=[CH:21][CH:22]=3)[N:13]=2)[CH:5]=[N:6][C:7]=1[O:8][CH:9]([CH3:11])[CH3:10].C1C=CC(P(C2C=CC=CC=2)C2C=CC=CC=2)=CC=1.CC(OC(/N=N/C(OC(C)C)=O)=O)C.O[CH2:59][C:60]([O:62][CH2:63][CH3:64])=[O:61].